From a dataset of Drug-target binding data from BindingDB using IC50 measurements. Regression. Given a target protein amino acid sequence and a drug SMILES string, predict the binding affinity score between them. We predict pIC50 (pIC50 = -log10(IC50 in M); higher means more potent). Dataset: bindingdb_ic50. (1) The drug is Nc1c(S(=O)(=O)[O-])cc(Nc2ccc(O)cc2)c2c1C(=O)c1ccccc1C2=O. The target protein (P51582) has sequence MASTESSLLRSLGLSPGPGSSEVELDCWFDEDFKFILLPVSYAVVFVLGLGLNAPTLWLFIFRLRPWDATATYMFHLALSDTLYVLSLPTLIYYYAAHNHWPFGTEICKFVRFLFYWNLYCSVLFLTCISVHRYLGICHPLRALRWGRPRLAGLLCLAVWLVVAGCLVPNLFFVTTSNKGTTVLCHDTTRPEEFDHYVHFSSAVMGLLFGVPCLVTLVCYGLMARRLYQPLPGSAQSSSRLRSLRTIAVVLTVFAVCFVPFHITRTIYYLARLLEADCRVLNIVNVVYKVTRPLASANSCLDPVLYLLTGDKYRRQLRQLCGGGKPQPRTAASSLALVSLPEDSSCRWAATPQDSSCSTPRADRL. The pIC50 is 5.5. (2) The pIC50 is 4.5. The target protein (Q9NY33) has sequence MADTQYILPNDIGVSSLDCREAFRLLSPTERLYAYHLSRAAWYGGLAVLLQTSPEAPYIYALLSRLFRAQDPDQLRQHALAEGLTEEEYQAFLVYAAGVYSNMGNYKSFGDTKFVPNLPKEKLERVILGSEAAQQHPEEVRGLWQTCGELMFSLEPRLRHLGLGKEGITTYFSGNCTMEDAKLAQDFLDSQNLSAYNTRLFKEVDGEGKPYYEVRLASVLGSEPSLDSEVTSKLKSYEFRGSPFQVTRGDYAPILQKVVEQLEKAKAYAANSHQGQMLAQYIESFTQGSIEAHKRGSRFWIQDKGPIVESYIGFIESYRDPFGSRGEFEGFVAVVNKAMSAKFERLVASAEQLLKELPWPPTFEKDKFLTPDFTSLDVLTFAGSGIPAGINIPNYDDLRQTEGFKNVSLGNVLAVAYATQREKLTFLEEDDKDLYILWKGPSFDVQVGLHELLGHGSGKLFVQDEKGAFNFDQETVINPETGEQIQSWYRSGETWDSKFS.... The small molecule is CCCCOCC1(NCC(=O)N2[C@H](C#N)CC[C@@H]2C#N)CCCC1. (3) The compound is CC(=O)N1CCC(C(=O)N2CC[C@@H](N(C)C(=O)c3ccc(C(F)(F)F)cc3)[C@H](c3ccc(Cl)c(Cl)c3)C2)CC1. The target protein (P21452) has sequence MGTCDIVTEANISSGPESNTTGITAFSMPSWQLALWATAYLALVLVAVTGNAIVIWIILAHRRMRTVTNYFIVNLALADLCMAAFNAAFNFVYASHNIWYFGRAFCYFQNLFPITAMFVSIYSMTAIAADRYMAIVHPFQPRLSAPSTKAVIAGIWLVALALASPQCFYSTVTMDQGATKCVVAWPEDSGGKTLLLYHLVVIALIYFLPLAVMFVAYSVIGLTLWRRAVPGHQAHGANLRHLQAMKKFVKTMVLVVLTFAICWLPYHLYFILGSFQEDIYCHKFIQQVYLALFWLAMSSTMYNPIIYCCLNHRFRSGFRLAFRCCPWVTPTKEDKLELTPTTSLSTRVNRCHTKETLFMAGDTAPSEATSGEAGRPQDGSGLWFGYGLLAPTKTHVEI. The pIC50 is 9.5. (4) The drug is O=C(O)/C=C/c1ccc(O)c(O)c1. The target protein sequence is MNIGQIMGGRELFGGHDDSKKVKGTVVMMKKNALDFTDLAGSLTDIAFDVLGQKVSFQLISSVQGDPTNGLQGKHSNPAYLENSLFTLTPLTAGSETAFGVTFDWNEEFGVPGAFIIKNTHINEFFLKSLTLEDVPNHGKVHFDCNSWVYPSFRYKSDRIFFANQPYLPSKTPELLRKYRENELLTLRGDGTGKREAWDRIYDYDIYNDLGNPDQGKENVRTTLGGSAEYPYPRRGRTGRPPTRTDPKSESRIPLLLSLDIYVPRDERFGHLKMSDFLTYALKSIVQFILPELHALFDGTPNEFDSFEDVLRLYEGGIKLPQGPLFKALTAAIPLEMIKELLRTDGEGILRFPTPLVIKDSKTAWRTDEEFAREMLAGVNPIIISRLQEFPPKSKLDPEAYGNQNSTITAEHIEDKLDGLTVDEAMNNNKLFILNHHDLLIPYLRRINTTITKSYASRTLLFLQDNGSLKPLAIELSLPHPDGDQFGVTSKVYTPSDQGV.... The pIC50 is 5.4. (5) The small molecule is COc1cc(C(C)C)c(Oc2cnc(N)nc2N)cc1I. The target protein (Q93086) has sequence MGQAGCKGLCLSLFDYKTEKYVIAKNKKVGLLYRLLQASILAYLVVWVFLIKKGYQDVDTSLQSAVITKVKGVAFTNTSDLGQRIWDVADYVIPAQGENVFFVVTNLIVTPNQRQNVCAENEGIPDGACSKDSDCHAGEAVTAGNGVKTGRCLRRENLARGTCEIFAWCPLETSSRPEEPFLKEAEDFTIFIKNHIRFPKFNFSKSNVMDVKDRSFLKSCHFGPKNHYCPIFRLGSVIRWAGSDFQDIALEGGVIGINIEWNCDLDKAASECHPHYSFSRLDNKLSKSVSSGYNFRFARYYRDAAGVEFRTLMKAYGIRFDVMVNGKGAFFCDLVLIYLIKKREFYRDKKYEEVRGLEDSSQEAEDEASGLGLSEQLTSGPGLLGMPEQQELQEPPEAKRGSSSQKGNGSVCPQLLEPHRST. The pIC50 is 5.0. (6) The small molecule is CCCCCC(O)(P(=O)(O)O)P(=O)(O)O. The target protein sequence is MIKMSPLLLKAAVVTACLCSLAVATTVEEQTAPKPIENATTYQQELGGRGKVDSPTAPGDAVSITSGIKVMSVTTATAIIFLASAFGFSFAMYWWYVASDIKITPGKGNIMRNAHLTDEVMRNVYVISKRVSDGANAFLFAEYRYMGIFMLGFGALLYFLLGVAMSSPQGEGKDGRPPVAVEAPWVNAAFSLYAFVIGAFTSVLAGWIGMRIAVYTNSRTAVMATVGSGGSDNDVLANGSQSRGYALAFQTAFRGGITMGFALTSIGLFALFCTVKLMQTYFGDSAERLPELFECVAAFGLGGSSVACFGRVGGGIYTKAADVGADLVGKVEKNIPEDDARNPGVIADCIGDNVGDIAGMGSDLFGSFGEATCAALVIAASSAELSADFTCMMYPLLITAGGIFVCIGTALLAATNSGVKWAEDIEPTLKHQLLVSTIGATVVLVFITAYSLPDAFTVGAVETTKWRAMVCVLCGLWSGLLIGYSTEYFTSNSYRPVQEI.... The pIC50 is 5.0. (7) The drug is CC(C)Nc1nccc(-c2c(-c3ccc(F)cc3)nc3cc(CN(C)C)ccn23)n1. The target protein sequence is MGACSSKAQHQTRDPEPREQQAAQEQKSTGPSGAPNDAPAPAEAERKMSGSSATAPKGEMPTASTGTPEQQQQQQQQQQQQQEQQQHPEHQQSEKQQQHGEEQQQERKPSQQQQNEEAAAPHKHGGERKVQKAIKQQEDTQAEDARLLGHLEKREKTPSDLSLIRDSLSTNLVCSSLNDAEVEALANAVEFFTFKKGDVVTKQGESGSYFFIVHSGEFEVIVNDKVVNKILTGQAFGEISLIHNSARTATIKTLSEDAALWGVQRQVFRETLKQLSSRNFAENRQFLASVKFFEMLTEAQKNVITNALVVQSFQPGQAIVKEGEKGDVLYILKSGKALVSIKNKEVRVLQRGEYFGERALLYDEPRSATITAEEPTVCVSIGRDLLDRVLGNLQHVLFRNIMLEALQQSKVFASFPTEQLSRLIGSVVVKDYPENYIILDRENRTRASASALFSAQGVRFFFVLEGEVSVFAYKDKSSSSSSSSSSSSSSSSAEGEMELH.... The pIC50 is 9.5.